From a dataset of Catalyst prediction with 721,799 reactions and 888 catalyst types from USPTO. Predict which catalyst facilitates the given reaction. (1) Reactant: [C:1]([C:5]1[CH:10]=[CH:9][C:8]([NH:11][C:12]2[C:20]3[C:15](=[CH:16][N:17]=[CH:18][CH:19]=3)[S:14][C:13]=2[C:21]([O:23][CH2:24][CH3:25])=[O:22])=[CH:7][CH:6]=1)(=[O:4])[CH2:2][CH3:3].C(O[CH:31]([N:35]([CH3:37])[CH3:36])N(C)C)(C)(C)C. Product: [CH3:37][N:35]([CH3:36])/[CH:31]=[C:2](\[CH3:3])/[C:1]([C:5]1[CH:6]=[CH:7][C:8]([NH:11][C:12]2[C:20]3[C:15](=[CH:16][N:17]=[CH:18][CH:19]=3)[S:14][C:13]=2[C:21]([O:23][CH2:24][CH3:25])=[O:22])=[CH:9][CH:10]=1)=[O:4]. The catalyst class is: 1. (2) Reactant: Br[C:2]1[CH:18]=[C:17]2[C:5]([CH2:6][CH2:7][C@@:8]32[C:13]([F:15])([F:14])[CH2:12][O:11][C:10]([NH2:16])=[N:9]3)=[CH:4][CH:3]=1.[N:19]1[CH:24]=[C:23](B(O)O)[CH:22]=[N:21][CH:20]=1.COCCOC. Product: [F:14][C:13]1([F:15])[CH2:12][O:11][C:10]([NH2:16])=[N:9][C@@:8]21[C:17]1[C:5](=[CH:4][CH:3]=[C:2]([C:23]3[CH:24]=[N:19][CH:20]=[N:21][CH:22]=3)[CH:18]=1)[CH2:6][CH2:7]2. The catalyst class is: 6. (3) Reactant: [CH:1]([O:4][C:5]1[N:14]=[CH:13][CH:12]=[CH:11][C:6]=1[C:7]([O:9]C)=[O:8])([CH3:3])[CH3:2].C[Si](C)(C)[O-].[K+:20]. Product: [CH:1]([O:4][C:5]1[N:14]=[CH:13][CH:12]=[CH:11][C:6]=1[C:7]([O-:9])=[O:8])([CH3:3])[CH3:2].[K+:20]. The catalyst class is: 1. (4) Reactant: [CH2:1]([C:8]1[C:16]2[C:11](=[CH:12][CH:13]=[C:14]([Br:17])[CH:15]=2)[NH:10][C:9]=1[CH3:18])[C:2]1[CH:7]=[CH:6][CH:5]=[CH:4][CH:3]=1.[CH2:19](Br)[C:20]1[CH:25]=[CH:24][CH:23]=[CH:22][CH:21]=1. Product: [CH2:19]([N:10]1[C:11]2[C:16](=[CH:15][C:14]([Br:17])=[CH:13][CH:12]=2)[C:8]([CH2:1][C:2]2[CH:3]=[CH:4][CH:5]=[CH:6][CH:7]=2)=[C:9]1[CH3:18])[C:20]1[CH:25]=[CH:24][CH:23]=[CH:22][CH:21]=1. The catalyst class is: 3. (5) Reactant: [Si:1]([O:18][CH2:19][CH:20]1[CH2:25][CH2:24][NH:23][CH2:22][CH2:21]1)([C:14]([CH3:17])([CH3:16])[CH3:15])([C:8]1[CH:13]=[CH:12][CH:11]=[CH:10][CH:9]=1)[C:2]1[CH:7]=[CH:6][CH:5]=[CH:4][CH:3]=1.[C:26]([O:29][CH2:30][C:31](Cl)=[O:32])(=[O:28])[CH3:27].C(N(CC)CC)C. Product: [C:26]([O:29][CH2:30][C:31]([N:23]1[CH2:24][CH2:25][CH:20]([CH2:19][O:18][Si:1]([C:14]([CH3:17])([CH3:15])[CH3:16])([C:2]2[CH:3]=[CH:4][CH:5]=[CH:6][CH:7]=2)[C:8]2[CH:13]=[CH:12][CH:11]=[CH:10][CH:9]=2)[CH2:21][CH2:22]1)=[O:32])(=[O:28])[CH3:27]. The catalyst class is: 4.